Dataset: Catalyst prediction with 721,799 reactions and 888 catalyst types from USPTO. Task: Predict which catalyst facilitates the given reaction. (1) Reactant: C[O:2][C:3](=[O:30])[C:4]1[CH:9]=[C:8]([N+:10]([O-:12])=[O:11])[CH:7]=[CH:6][C:5]=1[NH:13][C:14]1[CH:19]=[CH:18][C:17]([CH2:20][CH2:21][C:22]2[CH:27]=[CH:26][C:25]([Cl:28])=[C:24]([Cl:29])[CH:23]=2)=[CH:16][CH:15]=1.[OH-].[Na+]. Product: [Cl:29][C:24]1[CH:23]=[C:22]([CH2:21][CH2:20][C:17]2[CH:18]=[CH:19][C:14]([NH:13][C:5]3[CH:6]=[CH:7][C:8]([N+:10]([O-:12])=[O:11])=[CH:9][C:4]=3[C:3]([OH:30])=[O:2])=[CH:15][CH:16]=2)[CH:27]=[CH:26][C:25]=1[Cl:28]. The catalyst class is: 301. (2) The catalyst class is: 70. Product: [F:1][C:2]1[CH:3]=[CH:4][C:5]2[O:9][C:8]([C:15]3[C:24]([N:25]([CH:27]([CH3:29])[CH3:28])[CH3:26])=[N:23][C:22]4[C:17](=[CH:18][CH:19]=[C:20]([C:30]([O:32][CH3:33])=[O:31])[CH:21]=4)[N:16]=3)=[CH:7][C:6]=2[CH:13]=1. Reactant: [F:1][C:2]1[CH:3]=[CH:4][C:5]2[O:9][C:8](B(O)O)=[CH:7][C:6]=2[CH:13]=1.Cl[C:15]1[C:24]([N:25]([CH:27]([CH3:29])[CH3:28])[CH3:26])=[N:23][C:22]2[C:17](=[CH:18][CH:19]=[C:20]([C:30]([O:32][CH2:33]C)=[O:31])[CH:21]=2)[N:16]=1.[O-]P([O-])([O-])=O.[K+].[K+].[K+]. (3) Reactant: [Br:1][C:2]1[CH:8]=[CH:7][C:5]([NH2:6])=[C:4]([F:9])[CH:3]=1.[N:10]([O-])=O.[Na+].[Sn](Cl)(Cl)(Cl)Cl. Product: [Br:1][C:2]1[CH:8]=[CH:7][C:5]([NH:6][NH2:10])=[C:4]([F:9])[CH:3]=1. The catalyst class is: 126.